This data is from Forward reaction prediction with 1.9M reactions from USPTO patents (1976-2016). The task is: Predict the product of the given reaction. (1) The product is: [C:19]([C:23]1[CH:28]=[CH:27][C:26]([S:29]([NH:1][C:2]2[CH:10]=[CH:9][C:8]([Cl:11])=[CH:7][C:3]=2[C:4]([OH:6])=[O:5])(=[O:31])=[O:30])=[CH:25][CH:24]=1)([CH3:22])([CH3:20])[CH3:21]. Given the reactants [NH2:1][C:2]1[CH:10]=[CH:9][C:8]([Cl:11])=[CH:7][C:3]=1[C:4]([OH:6])=[O:5].P([O-])([O-])(O)=O.[Na+].[Na+].[C:19]([C:23]1[CH:28]=[CH:27][C:26]([S:29](Cl)(=[O:31])=[O:30])=[CH:25][CH:24]=1)([CH3:22])([CH3:21])[CH3:20].NC1C=CC=CC=1, predict the reaction product. (2) Given the reactants [CH2:1]([O:3][C:4](=[O:31])[CH2:5][C:6]1[NH:7][C:8]2[C:13]([C:14]=1[S:15][C:16]([CH3:19])([CH3:18])[CH3:17])=[CH:12][C:11]([S:20][C:21]1[CH:30]=[CH:29][C:28]3[C:23](=[CH:24][CH:25]=[CH:26][CH:27]=3)[N:22]=1)=[CH:10][CH:9]=2)[CH3:2].[CH2:32](Br)[C:33]1[CH:38]=[CH:37][CH:36]=[CH:35][CH:34]=1, predict the reaction product. The product is: [CH2:1]([O:3][C:4](=[O:31])[CH:5]([C:6]1[NH:7][C:8]2[C:13]([C:14]=1[S:15][C:16]([CH3:19])([CH3:18])[CH3:17])=[CH:12][C:11]([S:20][C:21]1[CH:30]=[CH:29][C:28]3[C:23](=[CH:24][CH:25]=[CH:26][CH:27]=3)[N:22]=1)=[CH:10][CH:9]=2)[CH2:32][C:33]1[CH:38]=[CH:37][CH:36]=[CH:35][CH:34]=1)[CH3:2]. (3) Given the reactants C([Si]([O:18][CH2:19][CH2:20][CH2:21]/[CH:22]=[CH:23]/[CH:24]=[C:25](\[CH3:33])/[CH2:26][CH2:27][CH:28]1[O:32][CH2:31][CH2:30][O:29]1)(C1C=CC=CC=1)C1C=CC=CC=1)(C)(C)C.CCCC[N+](CCCC)(CCCC)CCCC.[F-], predict the reaction product. The product is: [O:29]1[CH2:30][CH2:31][O:32][CH:28]1[CH2:27][CH2:26]/[C:25](/[CH3:33])=[CH:24]/[CH:23]=[CH:22]/[CH2:21][CH2:20][CH2:19][OH:18]. (4) Given the reactants [Cl:1][C:2]1[N:12]=[C:11]2[C:5]([N:6]([CH3:14])[C:7](=[O:13])[CH2:8][CH2:9][NH:10]2)=[CH:4][N:3]=1.[H-].[Na+].Cl[CH:18]1[CH2:22][CH2:21][CH2:20][C:19]1=[O:23].[Cl-].[NH4+], predict the reaction product. The product is: [Cl:1][C:2]1[N:12]=[C:11]2[C:5]([N:6]([CH3:14])[C:7](=[O:13])[CH2:8][CH2:9][N:10]2[CH:18]2[CH2:22][CH2:21][CH2:20][C:19]2=[O:23])=[CH:4][N:3]=1. (5) The product is: [NH2:1][C:4]1[CH:12]=[CH:11][CH:10]=[C:9]2[C:5]=1[CH2:6][CH2:7][CH2:8]2. Given the reactants [N+:1]([C:4]1[CH:12]=[CH:11][CH:10]=[C:9]2[C:5]=1[CH2:6][CH2:7][CH2:8]2)([O-])=O.C(OCC)(=O)C, predict the reaction product. (6) Given the reactants O1[C:5]2([CH2:10][CH2:9][CH:8]([N:11]3[CH:15]=[C:14]([C:16]4[CH:17]=[N:18][C:19]5[N:20]([C:22]([C:25]6([C:28]7[CH:29]=[C:30]8[C:35](=[CH:36][CH:37]=7)[N:34]=[CH:33][CH:32]=[CH:31]8)[CH2:27][CH2:26]6)=[CH:23][N:24]=5)N=4)[CH:13]=[N:12]3)[CH2:7][CH2:6]2)[O:4]CC1.O1C2(CCC(O)CC2)OC[CH2:39]1, predict the reaction product. The product is: [N:34]1[C:35]2[C:30](=[CH:29][C:28]([C:25]3([C:22]4[N:20]5[CH:39]=[C:16]([C:14]6[CH:13]=[N:12][N:11]([CH:8]7[CH2:7][CH2:6][C:5](=[O:4])[CH2:10][CH2:9]7)[CH:15]=6)[CH:17]=[N:18][C:19]5=[N:24][CH:23]=4)[CH2:26][CH2:27]3)=[CH:37][CH:36]=2)[CH:31]=[CH:32][CH:33]=1. (7) Given the reactants [CH3:1][O:2][C:3]1[CH:8]=[CH:7][C:6]([C:9]2[C:17]3[C:12](=[N:13][CH:14]=[CH:15][C:16]=3[C:18]3[CH:22]=[CH:21][S:20][CH:19]=3)[N:11](S(C3C=CC(C)=CC=3)(=O)=O)[N:10]=2)=[CH:5][CH:4]=1.C(=O)([O-])[O-].[K+].[K+], predict the reaction product. The product is: [CH3:1][O:2][C:3]1[CH:4]=[CH:5][C:6]([C:9]2[C:17]3[C:12](=[N:13][CH:14]=[CH:15][C:16]=3[C:18]3[CH:22]=[CH:21][S:20][CH:19]=3)[NH:11][N:10]=2)=[CH:7][CH:8]=1. (8) Given the reactants [C:1]1([C:7]2[CH:12]=[CH:11][C:10]([CH2:13][S:14][C:15]3[CH:16]=[C:17]([NH2:21])[CH:18]=[CH:19][CH:20]=3)=[CH:9][CH:8]=2)[CH:6]=[CH:5][CH:4]=[CH:3][CH:2]=1.C(Cl)(Cl)=[S:23], predict the reaction product. The product is: [N-:21]=[C:17]=[S:23].[C:1]1([C:7]2[CH:12]=[CH:11][C:10]([CH2:13][S:14][C:15]3[CH:20]=[CH:19][CH:18]=[CH:17][CH:16]=3)=[CH:9][CH:8]=2)[CH:2]=[CH:3][CH:4]=[CH:5][CH:6]=1. (9) Given the reactants [NH2:1][CH2:2][CH2:3][CH2:4][C:5]([OH:7])=[O:6].[CH2:8]=O.CO[C:12](=[O:30])[C:13]([OH:29])=[CH:14][C:15](=[O:28])[N:16]([CH2:19][C:20]1[CH:25]=[CH:24][C:23]([Cl:26])=[C:22]([Cl:27])[CH:21]=1)[O:17][CH3:18], predict the reaction product. The product is: [Cl:27][C:22]1[CH:21]=[C:20]([CH:25]=[CH:24][C:23]=1[Cl:26])[CH2:19][N:16]([O:17][CH3:18])[C:15]([C:14]1[CH2:8][N:1]([CH2:2][CH2:3][CH2:4][C:5]([OH:7])=[O:6])[C:12](=[O:30])[C:13]=1[OH:29])=[O:28].